Dataset: Forward reaction prediction with 1.9M reactions from USPTO patents (1976-2016). Task: Predict the product of the given reaction. The product is: [CH:1]1([C:4]2[N:5]([C:14]3[CH:15]=[CH:16][C:17]([O:18][CH2:19][CH2:20][CH2:21][N:22]4[CH2:23][CH2:24][CH2:25][CH2:26]4)=[CH:27][CH:28]=3)[C:6]3[C:11]([CH:12]=2)=[CH:10][CH:9]=[CH:8][CH:7]=3)[CH2:3][CH2:2]1. Given the reactants [CH:1]1([C:4]2[NH:5][C:6]3[C:11]([CH:12]=2)=[CH:10][CH:9]=[CH:8][CH:7]=3)[CH2:3][CH2:2]1.I[C:14]1[CH:28]=[CH:27][C:17]([O:18][CH2:19][CH2:20][CH2:21][N:22]2[CH2:26][CH2:25][CH2:24][CH2:23]2)=[CH:16][CH:15]=1.P([O-])([O-])([O-])=O.[K+].[K+].[K+].CN(C)CCN, predict the reaction product.